The task is: Predict the reactants needed to synthesize the given product.. This data is from Full USPTO retrosynthesis dataset with 1.9M reactions from patents (1976-2016). (1) Given the product [CH3:8][C:9]([CH3:15])([CH3:14])/[CH:10]=[CH:11]/[CH:12]=[N:7]/[S:5]([C:2]([CH3:4])([CH3:3])[CH3:1])=[O:6], predict the reactants needed to synthesize it. The reactants are: [CH3:1][C:2]([S:5]([NH2:7])=[O:6])([CH3:4])[CH3:3].[CH3:8][C:9]([CH3:15])([CH3:14])/[CH:10]=[CH:11]/[CH:12]=O. (2) The reactants are: [C:1]([O:5][C:6](=[O:44])[NH:7][CH2:8][C:9]([CH3:43])([CH3:42])[CH2:10][NH:11][C:12](=[O:41])[C:13]1[CH:18]=[CH:17][C:16]([NH:19][C:20]2[CH:25]=[C:24]([NH:26][CH2:27][C:28]3[CH:33]=[CH:32][C:31]([OH:34])=[CH:30][CH:29]=3)[N:23]=[C:22]([O:35][CH2:36][C:37]([F:40])([F:39])[F:38])[N:21]=2)=[N:15][CH:14]=1)([CH3:4])([CH3:3])[CH3:2].[Br:45][CH2:46][CH2:47][CH2:48]Br.C([O-])([O-])=O.[K+].[K+]. Given the product [Br:45][CH2:46][CH2:47][CH2:48][O:34][C:31]1[CH:30]=[CH:29][C:28]([CH2:27][NH:26][C:24]2[N:23]=[C:22]([O:35][CH2:36][C:37]([F:38])([F:40])[F:39])[N:21]=[C:20]([NH:19][C:16]3[CH:17]=[CH:18][C:13]([C:12]([NH:11][CH2:10][C:9]([CH3:43])([CH3:42])[CH2:8][NH:7][C:6](=[O:44])[O:5][C:1]([CH3:4])([CH3:2])[CH3:3])=[O:41])=[CH:14][N:15]=3)[CH:25]=2)=[CH:33][CH:32]=1, predict the reactants needed to synthesize it. (3) Given the product [Cl:23][CH2:24][CH2:25][CH2:26][S:27]([N:18]1[CH2:19][CH2:20][CH:15]([O:14][CH:6]([C:7]2[CH:8]=[CH:9][C:10]([Cl:13])=[CH:11][CH:12]=2)[C:5]2[CH:21]=[CH:22][C:2]([Cl:1])=[CH:3][CH:4]=2)[CH2:16][CH2:17]1)(=[O:29])=[O:28], predict the reactants needed to synthesize it. The reactants are: [Cl:1][C:2]1[CH:22]=[CH:21][C:5]([CH:6]([O:14][CH:15]2[CH2:20][CH2:19][NH:18][CH2:17][CH2:16]2)[C:7]2[CH:12]=[CH:11][C:10]([Cl:13])=[CH:9][CH:8]=2)=[CH:4][CH:3]=1.[Cl:23][CH2:24][CH2:25][CH2:26][S:27](Cl)(=[O:29])=[O:28].FC1C=CC(S(N2CCC(OC(C3C=CC(Cl)=CC=3)C3C=CC(Cl)=CC=3)CC2)(=O)=O)=CC=1. (4) Given the product [NH2:16][C:15]1[C:14]2[CH:13]=[N:12][C:11]([S:17][CH3:18])=[N:10][C:9]=2[N:8]([CH:3]2[CH2:4][CH2:5][CH2:6][CH2:7]2)[C:19](=[O:22])[C:20]=1[CH3:21], predict the reactants needed to synthesize it. The reactants are: [H-].[Na+].[CH:3]1([NH:8][C:9]2[C:14]([C:15]#[N:16])=[CH:13][N:12]=[C:11]([S:17][CH3:18])[N:10]=2)[CH2:7][CH2:6][CH2:5][CH2:4]1.[C:19](O[C:19](=[O:22])[CH2:20][CH3:21])(=[O:22])[CH2:20][CH3:21]. (5) Given the product [N:7]1[CH:12]=[CH:11][C:10]([CH2:13][CH2:14][CH2:15][CH2:16][NH2:17])=[CH:9][CH:8]=1, predict the reactants needed to synthesize it. The reactants are: [H-].[Al+3].[Li+].[H-].[H-].[H-].[N:7]1[CH:12]=[CH:11][C:10]([CH2:13][CH2:14][CH2:15][C:16]#[N:17])=[CH:9][CH:8]=1.S([O-])([O-])(=O)=O.[Na+].[Na+].O. (6) The reactants are: [C:1]([C:5]1[CH:10]=[CH:9][N:8]=[CH:7][C:6]=1[C:11](=[O:13])[CH3:12])([CH3:4])([CH3:3])[CH3:2].CC1C=CN=CC=1C(=O)C[Cl:23]. Given the product [C:1]([C:5]1[CH:10]=[CH:9][N:8]=[CH:7][C:6]=1[C:11](=[O:13])[CH2:12][Cl:23])([CH3:4])([CH3:2])[CH3:3], predict the reactants needed to synthesize it.